This data is from Full USPTO retrosynthesis dataset with 1.9M reactions from patents (1976-2016). The task is: Predict the reactants needed to synthesize the given product. (1) Given the product [F:8][C:9]1[CH:10]=[C:11]2[C:19](=[CH:20][CH:21]=1)[NH:18][C:17]1[CH2:16][CH2:15][CH:14]([C:22]([NH2:26])=[O:24])[CH2:13][C:12]2=1, predict the reactants needed to synthesize it. The reactants are: C(OC(C)C)(=O)C.[F:8][C:9]1[CH:10]=[C:11]2[C:19](=[CH:20][CH:21]=1)[NH:18][C:17]1[CH2:16][CH2:15][CH:14]([C:22]([OH:24])=O)[CH2:13][C:12]2=1.[OH-].[NH4+:26].C(Cl)(=O)C(Cl)=O. (2) Given the product [Br:1][C:2]1[C:11]2[C:6](=[CH:7][CH:8]=[C:9]([C:12]([N:23]([O:22][CH3:18])[CH3:24])=[O:14])[CH:10]=2)[N:5]=[CH:4][CH:3]=1, predict the reactants needed to synthesize it. The reactants are: [Br:1][C:2]1[C:11]2[C:6](=[CH:7][CH:8]=[C:9]([C:12]([OH:14])=O)[CH:10]=2)[N:5]=[CH:4][CH:3]=1.CN([C:18]([O:22][N:23]1N=NC2C=CC=N[C:24]1=2)=[N+](C)C)C.F[P-](F)(F)(F)(F)F.C(N(CC)CC)C. (3) Given the product [Br:3][C:4]1[S:8][C:7]([C:9]([C@H:12]2[CH2:17][CH2:16][C@H:15]([C:18]([OH:20])=[O:19])[CH2:14][CH2:13]2)([OH:11])[CH3:10])=[N:6][CH:5]=1, predict the reactants needed to synthesize it. The reactants are: [OH-].[Na+].[Br:3][C:4]1[S:8][C:7]([C:9]([C@H:12]2[CH2:17][CH2:16][C@H:15]([C:18]([O:20]CCCC)=[O:19])[CH2:14][CH2:13]2)([OH:11])[CH3:10])=[N:6][CH:5]=1.Cl.O. (4) Given the product [Br:19][C:20]1[CH:21]=[N:22][C:23]([NH:15][C:11]2[CH:10]=[C:9]3[C:14](=[CH:13][CH:12]=2)[N:6]([CH2:5][C:4]2[CH:16]=[CH:17][CH:18]=[C:2]([F:1])[CH:3]=2)[CH:7]=[CH:8]3)=[C:24]([CH:29]=1)[C:25]([O:27][CH3:28])=[O:26], predict the reactants needed to synthesize it. The reactants are: [F:1][C:2]1[CH:3]=[C:4]([CH:16]=[CH:17][CH:18]=1)[CH2:5][N:6]1[C:14]2[C:9](=[CH:10][C:11]([NH2:15])=[CH:12][CH:13]=2)[CH:8]=[CH:7]1.[Br:19][C:20]1[CH:21]=[N:22][C:23](Cl)=[C:24]([CH:29]=1)[C:25]([O:27][CH3:28])=[O:26].N1C(C)=CC=CC=1C.C1(C)C(C)=CC=CC=1. (5) Given the product [ClH:20].[CH3:19][CH:7]1[CH2:8][NH:9][CH2:10][CH2:11][N:6]1[CH2:5][CH2:4][CH2:3][C:1]#[N:2], predict the reactants needed to synthesize it. The reactants are: [C:1]([CH2:3][CH2:4][CH2:5][N:6]1[CH2:11][CH2:10][N:9](C(OC(C)(C)C)=O)[CH2:8][CH:7]1[CH3:19])#[N:2].[ClH:20]. (6) Given the product [OH:34][CH:35]([C:54]1[CH:55]=[N:56][CH:57]=[CH:58][C:59]=1[NH:31][C:29](=[O:30])[C:28]([CH3:33])([CH3:32])[CH3:27])[CH:36]([CH:41]1[CH2:42][CH2:43][N:44]([C:47]([O:49][C:50]([CH3:51])([CH3:53])[CH3:52])=[O:48])[CH2:45][CH2:46]1)[C:37]([O:39][CH3:40])=[O:38], predict the reactants needed to synthesize it. The reactants are: COC(=O)CC1CCN(C(OC(C)(C)C)=O)CC1.C(C1C=NC=CC=1[CH2:27][C:28]([CH3:33])([CH3:32])[C:29]([NH2:31])=[O:30])=O.[OH:34][CH:35]([C:54]1[C:55](NC(=O)C(C)(C)C)=[N:56][CH:57]=[CH:58][CH:59]=1)[CH:36]([CH:41]1[CH2:46][CH2:45][N:44]([C:47]([O:49][C:50]([CH3:53])([CH3:52])[CH3:51])=[O:48])[CH2:43][CH2:42]1)[C:37]([O:39][CH3:40])=[O:38]. (7) Given the product [CH2:5]([O:7][C:8](=[O:24])[CH2:9][C:10]1([CH2:4][N+:1]([O-:3])=[O:2])[CH2:11][CH2:12][C:13]([CH:19]2[CH2:20][CH2:21][CH2:22][CH2:23]2)([N:16]([CH3:18])[CH3:17])[CH2:14][CH2:15]1)[CH3:6], predict the reactants needed to synthesize it. The reactants are: [N+:1]([CH3:4])([O-:3])=[O:2].[CH2:5]([O:7][C:8](=[O:24])[CH:9]=[C:10]1[CH2:15][CH2:14][C:13]([CH:19]2[CH2:23][CH2:22][CH2:21][CH2:20]2)([N:16]([CH3:18])[CH3:17])[CH2:12][CH2:11]1)[CH3:6].O.O.O.[F-].C([N+](CCCC)(CCCC)CCCC)CCC. (8) Given the product [Br:68][C:63]1[CH:64]=[CH:65][CH:66]=[CH:67][C:62]=1[P:11]([C:12]1[C:21]2[C:16](=[CH:17][CH:18]=[CH:19][CH:20]=2)[CH:15]=[CH:14][CH:13]=1)[C:1]1[C:10]2[C:5](=[CH:6][CH:7]=[CH:8][CH:9]=2)[CH:4]=[CH:3][CH:2]=1, predict the reactants needed to synthesize it. The reactants are: [C:1]1([PH:11][C:12]2[C:21]3[C:16](=[CH:17][CH:18]=[CH:19][CH:20]=3)[CH:15]=[CH:14][CH:13]=2)[C:10]2[C:5](=[CH:6][CH:7]=[CH:8][CH:9]=2)[CH:4]=[CH:3][CH:2]=1.C(=CC(C=CC1C=CC=CC=1)=O)C1C=CC=CC=1.C1(P(CCC)C2C=CC=CC=2)C=CC=CC=1.FC(F)(F)S(O[C:62]1[CH:67]=[CH:66][CH:65]=[CH:64][C:63]=1[Br:68])(=O)=O.C(N(C(C)C)CC)(C)C.Cl. (9) Given the product [Cl:14][C:8]1[CH:7]=[C:6]2[C:11]([C:12](=[O:13])[C:3]([CH2:2][NH:1][C:24](=[O:25])[C:23]3[CH:27]=[C:28]([F:31])[CH:29]=[CH:30][C:22]=3[F:21])=[CH:4][N:5]2[C:15]2[CH:16]=[CH:17][CH:18]=[CH:19][CH:20]=2)=[CH:10][CH:9]=1, predict the reactants needed to synthesize it. The reactants are: [NH2:1][CH2:2][C:3]1[C:12](=[O:13])[C:11]2[C:6](=[CH:7][C:8]([Cl:14])=[CH:9][CH:10]=2)[N:5]([C:15]2[CH:20]=[CH:19][CH:18]=[CH:17][CH:16]=2)[CH:4]=1.[F:21][C:22]1[CH:30]=[CH:29][C:28]([F:31])=[CH:27][C:23]=1[C:24](Cl)=[O:25]. (10) Given the product [C:1]([C:5]1[CH:9]=[C:8]([NH:10][C:11]([NH:13][C:14]2[C:23]3[C:18](=[CH:19][CH:20]=[CH:21][CH:22]=3)[C:17]([O:24][C:25]3[CH:30]=[CH:29][N:28]=[C:27]([NH:59][C:43]4[CH:44]=[C:45]([N:47]([CH2:49][CH2:50][O:51][CH2:52][CH2:53][O:54][CH2:55][CH2:56][O:57][CH3:58])[CH3:48])[CH:46]=[C:41]([O:40][CH3:39])[CH:42]=4)[N:26]=3)=[CH:16][CH:15]=2)=[O:12])[N:7]([C:32]2[CH:37]=[CH:36][C:35]([CH3:38])=[CH:34][CH:33]=2)[N:6]=1)([CH3:4])([CH3:3])[CH3:2], predict the reactants needed to synthesize it. The reactants are: [C:1]([C:5]1[CH:9]=[C:8]([NH:10][C:11]([NH:13][C:14]2[C:23]3[C:18](=[CH:19][CH:20]=[CH:21][CH:22]=3)[C:17]([O:24][C:25]3[CH:30]=[CH:29][N:28]=[C:27](Cl)[N:26]=3)=[CH:16][CH:15]=2)=[O:12])[N:7]([C:32]2[CH:37]=[CH:36][C:35]([CH3:38])=[CH:34][CH:33]=2)[N:6]=1)([CH3:4])([CH3:3])[CH3:2].[CH3:39][O:40][C:41]1[CH:42]=[C:43]([NH2:59])[CH:44]=[C:45]([N:47]([CH2:49][CH2:50][O:51][CH2:52][CH2:53][O:54][CH2:55][CH2:56][O:57][CH3:58])[CH3:48])[CH:46]=1.C(#N)C.C(=O)(O)[O-].[NH4+].